From a dataset of Full USPTO retrosynthesis dataset with 1.9M reactions from patents (1976-2016). Predict the reactants needed to synthesize the given product. (1) Given the product [C:1]([S:4][C@@H:5]1[CH2:22][CH2:21][C@@:20]2([CH3:23])[CH:7]([C:8](=[O:25])[CH2:9][C@@H:10]3[C@@H:19]2[CH2:18][CH2:17][C@@:15]2([CH3:16])[C@H:11]3[CH2:12][CH2:13][C:14]2=[O:24])[CH2:6]1)(=[O:3])[CH3:2], predict the reactants needed to synthesize it. The reactants are: [C:1]([S:4][C@@H:5]1[CH2:22][CH2:21][C@@:20]2([CH3:23])[CH:7]([C@@H:8]([OH:25])[CH2:9][C@@H:10]3[C@@H:19]2[CH2:18][CH2:17][C@@:15]2([CH3:16])[C@H:11]3[CH2:12][CH2:13][C@@H:14]2[OH:24])[CH2:6]1)(=[O:3])[CH3:2]. (2) Given the product [CH3:56][O:55][C:37]1[CH:38]=[C:39]([CH:42]2[CH2:43][CH2:44][NH:45][CH2:46][CH2:47]2)[CH:40]=[CH:41][C:36]=1[NH:35][C:5]1[N:10]=[C:9]([CH2:11][CH2:12][C:13]2[CH:18]=[CH:17][CH:16]=[CH:15][C:14]=2[CH2:19][C:20]([O:22][CH3:23])=[O:21])[C:8]([C:24]([F:27])([F:26])[F:25])=[CH:7][N:6]=1, predict the reactants needed to synthesize it. The reactants are: CS([C:5]1[N:10]=[C:9]([CH2:11][CH2:12][C:13]2[CH:18]=[CH:17][CH:16]=[CH:15][C:14]=2[CH2:19][C:20]([O:22][CH3:23])=[O:21])[C:8]([C:24]([F:27])([F:26])[F:25])=[CH:7][N:6]=1)(=O)=O.C(OC([NH:35][C:36]1[CH:41]=[CH:40][C:39]([CH:42]2[CH2:47][CH2:46][N:45](C(OC(C)(C)C)=O)[CH2:44][CH2:43]2)=[CH:38][C:37]=1[O:55][CH3:56])=O)(C)(C)C.FC(F)(F)C(O)=O. (3) Given the product [Cl:1][C:2]1[CH:7]=[CH:6][C:5]([O:8][CH:16]([C:13]2[CH:12]=[CH:11][C:10]([Cl:9])=[CH:15][CH:14]=2)[CH2:17][CH2:18][CH2:19][N:20]2[CH2:25][CH2:24][CH:23]([C:26]3[CH:27]=[C:28]([NH:32][C:33](=[O:37])[CH:34]([CH3:36])[CH3:35])[CH:29]=[CH:30][CH:31]=3)[CH2:22][CH2:21]2)=[CH:4][CH:3]=1, predict the reactants needed to synthesize it. The reactants are: [Cl:1][C:2]1[CH:7]=[CH:6][C:5]([OH:8])=[CH:4][CH:3]=1.[Cl:9][C:10]1[CH:15]=[CH:14][C:13]([CH:16](O)[CH2:17][CH2:18][CH2:19][N:20]2[CH2:25][CH2:24][CH:23]([C:26]3[CH:27]=[C:28]([NH:32][C:33](=[O:37])[CH:34]([CH3:36])[CH3:35])[CH:29]=[CH:30][CH:31]=3)[CH2:22][CH2:21]2)=[CH:12][CH:11]=1. (4) Given the product [CH3:30][C@H:21]1[CH2:20][N:16]2[C:17](=[O:19])[N:18]=[C:13]([O:11][CH2:10][C:4]3[CH:3]=[C:2]([F:1])[C:7]([F:8])=[C:6]([F:9])[CH:5]=3)[CH:14]=[C:15]2[NH:22]1, predict the reactants needed to synthesize it. The reactants are: [F:1][C:2]1[CH:3]=[C:4]([CH2:10][OH:11])[CH:5]=[C:6]([F:9])[C:7]=1[F:8].Cl[C:13]1[CH:14]=[C:15]2[N:22](C(OC(C)(C)C)=O)[C@@H:21]([CH3:30])[CH2:20][N:16]2[C:17](=[O:19])[N:18]=1. (5) Given the product [C:31]([O:30][C:28]([N:27]=[C:26]([NH:25][C:23]([O:22][C:19]([CH3:21])([CH3:20])[CH3:18])=[O:24])[NH:14][CH2:13][CH2:12][CH2:11][CH2:10][C@H:9]([NH:8][C:6]([O:5][C:2]([CH3:1])([CH3:3])[CH3:4])=[O:7])[C:15]([OH:17])=[O:16])=[O:29])([CH3:34])([CH3:33])[CH3:32], predict the reactants needed to synthesize it. The reactants are: [CH3:1][C:2]([O:5][C:6]([NH:8][CH:9]([C:15]([OH:17])=[O:16])[CH2:10][CH2:11][CH2:12][CH2:13][NH2:14])=[O:7])([CH3:4])[CH3:3].[CH3:18][C:19]([O:22][C:23]([NH:25]/[C:26](/N1N=CC=C1)=[N:27]/[C:28]([O:30][C:31]([CH3:34])([CH3:33])[CH3:32])=[O:29])=[O:24])([CH3:21])[CH3:20].C(N(CC)CC)C. (6) Given the product [OH:1][C:2]1[C:3]2[N:13]([C:14]3[CH:15]=[CH:16][C:17]([C:20]4[C:21]([OH:26])=[N:22][CH:23]=[CH:24][CH:25]=4)=[CH:18][CH:19]=3)[CH:12]=[CH:11][C:4]=2[NH:5][C:6](=[O:10])[C:7]=1[C:8]#[N:9], predict the reactants needed to synthesize it. The reactants are: [OH:1][C:2]1[C:3]2[N:13]([C:14]3[CH:19]=[CH:18][C:17]([C:20]4[C:21]([O:26]C)=[N:22][CH:23]=[CH:24][CH:25]=4)=[CH:16][CH:15]=3)[CH:12]=[CH:11][C:4]=2[NH:5][C:6](=[O:10])[C:7]=1[C:8]#[N:9].B(Br)(Br)Br. (7) Given the product [C:10]([C@H:9]1[CH2:16][CH2:17][CH2:18][N:8]1[C:6]([O:5][C:1]([CH3:2])([CH3:3])[CH3:4])=[O:7])(=[O:11])[CH3:19], predict the reactants needed to synthesize it. The reactants are: [C:1]([O:5][C:6]([N:8]1[CH2:18][CH2:17][CH2:16][C@@H:9]1[C:10](N(OC)C)=[O:11])=[O:7])([CH3:4])([CH3:3])[CH3:2].[CH3:19][Mg]Br.C(OCC)(=O)C.Cl.